From a dataset of Forward reaction prediction with 1.9M reactions from USPTO patents (1976-2016). Predict the product of the given reaction. (1) Given the reactants O[C:2]1[C:3]2[CH:11]=[CH:10][CH:9]=[C:8]([C:12]([NH2:14])=[O:13])[C:4]=2[N:5]=[N:6][N:7]=1.[NH2:15][CH:16]1[CH:21]([C:22]2[CH:27]=[CH:26][C:25]([C:28]([F:31])([F:30])[F:29])=[CH:24][CH:23]=2)[CH2:20][CH2:19][N:18](C(OC(C)(C)C)=O)[CH2:17]1, predict the reaction product. The product is: [F:31][C:28]([F:29])([F:30])[C:25]1[CH:24]=[CH:23][C:22]([CH:21]2[CH2:20][CH2:19][NH:18][CH2:17][CH:16]2[NH:15][C:2]2[C:3]3[CH:11]=[CH:10][CH:9]=[C:8]([C:12]([NH2:14])=[O:13])[C:4]=3[N:5]=[N:6][N:7]=2)=[CH:27][CH:26]=1. (2) The product is: [C:20]([C:2]1[N:3]=[CH:4][C:5]([NH:8][C:9](=[O:14])[C:10]([CH3:13])([CH3:12])[CH3:11])=[N:6][CH:7]=1)(=[O:22])[CH3:21]. Given the reactants Br[C:2]1[N:3]=[CH:4][C:5]([NH:8][C:9](=[O:14])[C:10]([CH3:13])([CH3:12])[CH3:11])=[N:6][CH:7]=1.C([Sn](CCCC)(CCCC)[C:20]([O:22]CC)=[CH2:21])CCC.Cl, predict the reaction product.